This data is from Reaction yield outcomes from USPTO patents with 853,638 reactions. The task is: Predict the reaction yield, written as a fraction of the theoretical maximum amount of product (1.0 means a 100% yield; for example, 0.34 means a 34% yield). (1) The reactants are [C:1]([N:5]=[C:6]=[O:7])([CH3:4])([CH3:3])[CH3:2].[C:8]([C:12]1[CH:19]=[CH:18][C:15]([CH2:16][NH2:17])=[CH:14][CH:13]=1)([CH3:11])([CH3:10])[CH3:9].Cl[C:21](Cl)([C:25]([O-])=[O:26])[C:22]([O-])=[O:23]. The catalyst is ClCCl. The product is [CH3:2][C:1]([N:5]1[C:22](=[O:23])[CH2:21][C:25](=[O:26])[N:17]([CH2:16][C:15]2[CH:14]=[CH:13][C:12]([C:8]([CH3:11])([CH3:9])[CH3:10])=[CH:19][CH:18]=2)[C:6]1=[O:7])([CH3:4])[CH3:3]. The yield is 0.790. (2) The reactants are [OH:1][CH2:2][C:3]([NH:7][S:8]([C:11]1[CH:12]=[N:13][C:14](Cl)=[C:15]([Br:17])[CH:16]=1)(=[O:10])=[O:9])([CH2:5][OH:6])[CH3:4].[CH3:19][O-:20].[Na+].Cl. The catalyst is CO. The product is [OH:1][CH2:2][C:3]([NH:7][S:8]([C:11]1[CH:12]=[N:13][C:14]([O:20][CH3:19])=[C:15]([Br:17])[CH:16]=1)(=[O:10])=[O:9])([CH2:5][OH:6])[CH3:4]. The yield is 0.510. (3) The reactants are [O:1]=[C:2]1[CH:13]2[C:14]3[N:6]([CH:7]=[CH:8][C:9]=3[CH2:10][CH2:11][C@@H:12]2[NH:15][C:16](=[O:19])[O:17][CH3:18])[CH2:5][C@@H:4]([C:20]2[NH:21][CH:22]=[C:23]([C:25]3[CH:30]=[CH:29][C:28](B4OC(C)(C)C(C)(C)O4)=[CH:27][CH:26]=3)[N:24]=2)[CH2:3]1.Cl[C:41]1[N:46]=[CH:45][C:44]([C:47]2[NH:51][C:50]([C@@H:52]3[CH2:56][C:55]([F:58])([F:57])[CH2:54][N:53]3[C:59]([O:61][C:62]([CH3:65])([CH3:64])[CH3:63])=[O:60])=[N:49][CH:48]=2)=[CH:43][N:42]=1.C(=O)([O-])[O-].[Cs+].[Cs+]. The catalyst is O1CCOCC1.O.C1C=CC([P]([Pd]([P](C2C=CC=CC=2)(C2C=CC=CC=2)C2C=CC=CC=2)([P](C2C=CC=CC=2)(C2C=CC=CC=2)C2C=CC=CC=2)[P](C2C=CC=CC=2)(C2C=CC=CC=2)C2C=CC=CC=2)(C2C=CC=CC=2)C2C=CC=CC=2)=CC=1. The product is [F:57][C:55]1([F:58])[CH2:54][N:53]([C:59]([O:61][C:62]([CH3:65])([CH3:64])[CH3:63])=[O:60])[C@H:52]([C:50]2[NH:51][C:47]([C:44]3[CH:43]=[N:42][C:41]([C:28]4[CH:27]=[CH:26][C:25]([C:23]5[N:24]=[C:20]([C@@H:4]6[CH2:5][N:6]7[C:14]8[CH:13]([C@@H:12]([NH:15][C:16]([O:17][CH3:18])=[O:19])[CH2:11][CH2:10][C:9]=8[CH:8]=[CH:7]7)[C:2](=[O:1])[CH2:3]6)[NH:21][CH:22]=5)=[CH:30][CH:29]=4)=[N:46][CH:45]=3)=[CH:48][N:49]=2)[CH2:56]1. The yield is 0.550. (4) The reactants are [Mg].II.[CH2:4](Br)[CH2:5][CH2:6][CH2:7][CH2:8]/[CH:9]=[CH:10]\[CH2:11]/[CH:12]=[CH:13]\[CH2:14]/[CH:15]=[CH:16]\[CH2:17][CH2:18][CH2:19][CH2:20][CH3:21].C([O:25][CH2:26][CH3:27])=O.[OH-].[K+]. The catalyst is C(OCC)C. The product is [CH2:4]([CH:26]([CH2:27][CH2:20][CH2:19][CH2:18][CH2:17]/[CH:16]=[CH:15]\[CH2:14]/[CH:13]=[CH:12]\[CH2:11]/[CH:10]=[CH:9]\[CH2:8][CH2:7][CH2:6][CH2:5][CH3:4])[OH:25])[CH2:5][CH2:6][CH2:7][CH2:8]/[CH:9]=[CH:10]\[CH2:11]/[CH:12]=[CH:13]\[CH2:14]/[CH:15]=[CH:16]\[CH2:17][CH2:18][CH2:19][CH2:20][CH3:21]. The yield is 0.580.